From a dataset of Full USPTO retrosynthesis dataset with 1.9M reactions from patents (1976-2016). Predict the reactants needed to synthesize the given product. (1) Given the product [Br:1][C:2]1[CH:3]=[CH:4][C:5]([O:9][CH3:10])=[C:6]([O:8][CH2:20][O:21][CH3:22])[CH:7]=1, predict the reactants needed to synthesize it. The reactants are: [Br:1][C:2]1[CH:3]=[CH:4][C:5]([O:9][CH3:10])=[C:6]([OH:8])[CH:7]=1.C(N(C(C)C)CC)(C)C.[CH3:20][O:21][CH2:22]Cl. (2) Given the product [C:4]([C:3]1[C:6]([F:11])=[CH:7][CH:8]=[C:9]([F:10])[C:2]=1[N:1]=[CH:14][N:15]([CH3:17])[CH3:16])#[N:5], predict the reactants needed to synthesize it. The reactants are: [NH2:1][C:2]1[C:9]([F:10])=[CH:8][CH:7]=[C:6]([F:11])[C:3]=1[C:4]#[N:5].CO[CH:14](OC)[N:15]([CH3:17])[CH3:16].